Dataset: Forward reaction prediction with 1.9M reactions from USPTO patents (1976-2016). Task: Predict the product of the given reaction. (1) Given the reactants [CH:1]1([C:4]2[C:12]([NH:13][S:14]([CH3:17])(=[O:16])=[O:15])=[CH:11][C:10]3[C:6](=[C:7]([C:25]([NH:27][CH3:28])=[O:26])[N:8]([C:18]4[CH:23]=[CH:22][C:21]([F:24])=[CH:20][CH:19]=4)[N:9]=3)[CH:5]=2)[CH2:3][CH2:2]1.F[C:30]1[CH:36]=CC(N)=CC=1.C1CCC(N=C=NC2CCCCC2)CC1.CN(C=[O:56])C, predict the reaction product. The product is: [CH:1]1([C:4]2[C:12]([N:13]([CH2:30][CH2:36][OH:56])[S:14]([CH3:17])(=[O:16])=[O:15])=[CH:11][C:10]3[C:6](=[C:7]([C:25]([NH:27][CH3:28])=[O:26])[N:8]([C:18]4[CH:23]=[CH:22][C:21]([F:24])=[CH:20][CH:19]=4)[N:9]=3)[CH:5]=2)[CH2:2][CH2:3]1. (2) Given the reactants [CH3:1][O:2][C:3](=[O:16])[CH2:4][N:5]1[C:13]2[C:8](=[CH:9][C:10]([F:14])=[CH:11][CH:12]=2)[CH:7]=[C:6]1[CH3:15].[F:17][C:18]1[CH:19]=[C:20]([CH:23]=[CH:24][C:25]=1[S:26]([C:29]1[CH:34]=[CH:33][C:32]([F:35])=[CH:31][CH:30]=1)(=[O:28])=[O:27])[CH:21]=O, predict the reaction product. The product is: [CH3:1][O:2][C:3](=[O:16])[CH2:4][N:5]1[C:13]2[C:8](=[CH:9][C:10]([F:14])=[CH:11][CH:12]=2)[C:7]([CH2:21][C:20]2[CH:23]=[CH:24][C:25]([S:26]([C:29]3[CH:34]=[CH:33][C:32]([F:35])=[CH:31][CH:30]=3)(=[O:28])=[O:27])=[C:18]([F:17])[CH:19]=2)=[C:6]1[CH3:15]. (3) Given the reactants F[C:2]1[CH:7]=[C:6]([F:8])[CH:5]=[CH:4][C:3]=1[N+:9]([O-:11])=[O:10].[CH3:12][C:13]([OH:18])([CH:15]([OH:17])[CH3:16])[CH3:14].[H-].[Na+], predict the reaction product. The product is: [N+:9]([C:3]1[CH:4]=[CH:5][C:6]([F:8])=[CH:7][C:2]=1[O:17][CH:15]([CH3:16])[C:13]([CH3:14])([OH:18])[CH3:12])([O-:11])=[O:10].